Dataset: Catalyst prediction with 721,799 reactions and 888 catalyst types from USPTO. Task: Predict which catalyst facilitates the given reaction. Reactant: [CH:1]([C:4]([CH2:11][C:12](=[O:36])[NH:13][CH2:14][C:15]1[CH:20]=[C:19]([C:21]([F:24])([F:23])[F:22])[CH:18]=[CH:17][C:16]=1[O:25][Si:26]([CH:33]([CH3:35])[CH3:34])([CH:30]([CH3:32])[CH3:31])[CH:27]([CH3:29])[CH3:28])([CH2:8][CH:9]=[CH2:10])[C:5]([O-])=[O:6])([CH3:3])[CH3:2].C[O-].[Na+]. Product: [CH2:8]([C:4]1([CH:1]([CH3:3])[CH3:2])[CH2:11][C:12](=[O:36])[N:13]([CH2:14][C:15]2[CH:20]=[C:19]([C:21]([F:24])([F:22])[F:23])[CH:18]=[CH:17][C:16]=2[O:25][Si:26]([CH:30]([CH3:31])[CH3:32])([CH:27]([CH3:29])[CH3:28])[CH:33]([CH3:34])[CH3:35])[C:5]1=[O:6])[CH:9]=[CH2:10]. The catalyst class is: 191.